This data is from Full USPTO retrosynthesis dataset with 1.9M reactions from patents (1976-2016). The task is: Predict the reactants needed to synthesize the given product. (1) Given the product [CH:1]1([N:4]2[C:8]3[CH:9]=[CH:10][CH:11]=[CH:12][C:7]=3[N:6]([CH2:13][CH2:14][CH2:15][N:16]3[CH2:47][CH2:46][C:19]4([N:23]([C:24]5[CH:29]=[CH:28][C:27]([F:30])=[CH:26][CH:25]=5)[CH2:22][N:21]([CH2:31][C:32]5[CH:33]=[C:34]([CH:42]=[CH:43][CH:44]=5)[C:35]([OH:37])=[O:36])[C:20]4=[O:45])[CH2:18][CH2:17]3)[C:5]2=[O:48])[CH2:2][CH2:3]1, predict the reactants needed to synthesize it. The reactants are: [CH:1]1([N:4]2[C:8]3[CH:9]=[CH:10][CH:11]=[CH:12][C:7]=3[N:6]([CH2:13][CH2:14][CH2:15][N:16]3[CH2:47][CH2:46][C:19]4([N:23]([C:24]5[CH:29]=[CH:28][C:27]([F:30])=[CH:26][CH:25]=5)[CH2:22][N:21]([CH2:31][C:32]5[CH:33]=[C:34]([CH:42]=[CH:43][CH:44]=5)[C:35]([O:37]C(C)(C)C)=[O:36])[C:20]4=[O:45])[CH2:18][CH2:17]3)[C:5]2=[O:48])[CH2:3][CH2:2]1. (2) Given the product [F:1][C:2]1[CH:3]=[C:4]([CH:7]=[C:8]([F:11])[C:9]=1[O:10][Si:26]([CH:33]([CH3:35])[CH3:34])([CH:30]([CH3:32])[CH3:31])[CH:27]([CH3:29])[CH3:28])[CH:5]=[O:6], predict the reactants needed to synthesize it. The reactants are: [F:1][C:2]1[CH:3]=[C:4]([CH:7]=[C:8]([F:11])[C:9]=1[OH:10])[CH:5]=[O:6].N1C(C)=CC=CC=1C.FC(F)(F)S(O[Si:26]([CH:33]([CH3:35])[CH3:34])([CH:30]([CH3:32])[CH3:31])[CH:27]([CH3:29])[CH3:28])(=O)=O. (3) Given the product [NH2:28][C:29]1[C:30]([C:38]#[N:39])=[N:31][C:32]([C:9]2[CH:22]=[CH:21][C:12]([O:13][CH2:14][C:15]3[CH:16]=[N:17][CH:18]=[CH:19][CH:20]=3)=[C:11]([C:23]([F:24])([F:25])[F:26])[CH:10]=2)=[CH:33][C:34]=1[NH:35][CH3:36], predict the reactants needed to synthesize it. The reactants are: CC1(C)C(C)(C)OB([C:9]2[CH:22]=[CH:21][C:12]([O:13][CH2:14][C:15]3[CH:16]=[N:17][CH:18]=[CH:19][CH:20]=3)=[C:11]([C:23]([F:26])([F:25])[F:24])[CH:10]=2)O1.[NH2:28][C:29]1[C:30]([C:38]#[N:39])=[N:31][C:32](Cl)=[CH:33][C:34]=1[NH:35][CH3:36].C1(P(C2CCCCC2)C2CCCCC2)CCCCC1.P([O-])([O-])([O-])=O.[K+].[K+].[K+]. (4) Given the product [Cl:1][C:2]1[CH:3]=[C:4]2[C:13](=[CH:14][CH:15]=1)[C:12]([N:26]([CH3:27])[CH2:25][CH2:24][CH2:23][CH2:22][N:21]([CH2:28][CH3:29])[CH2:19][CH3:20])=[C:11]1[C:6]([CH:7]=[CH:8][C:9]([O:17][CH3:18])=[CH:10]1)=[N:5]2, predict the reactants needed to synthesize it. The reactants are: [Cl:1][C:2]1[CH:3]=[C:4]2[C:13](=[CH:14][CH:15]=1)[C:12](Cl)=[C:11]1[C:6]([CH:7]=[CH:8][C:9]([O:17][CH3:18])=[CH:10]1)=[N:5]2.[CH2:19]([N:21]([CH2:28][CH3:29])[CH2:22][CH2:23][CH2:24][CH2:25][NH:26][CH3:27])[CH3:20]. (5) Given the product [O:19]=[C:15]1[NH:14][N:13]=[C:1]([C:4]2[CH:5]=[C:6]([CH:10]=[CH:11][CH:12]=2)[C:7]([OH:9])=[O:8])[CH:2]=[CH:16]1, predict the reactants needed to synthesize it. The reactants are: [C:1]([C:4]1[CH:5]=[C:6]([CH:10]=[CH:11][CH:12]=1)[C:7]([OH:9])=[O:8])(=O)[CH3:2].[N:13]1[NH:14][C:15](=[O:19])[CH:16]=CC=1.